Task: Predict the reactants needed to synthesize the given product.. Dataset: Full USPTO retrosynthesis dataset with 1.9M reactions from patents (1976-2016) (1) Given the product [C:7]([O:15][C@@H:16]1[CH2:24][C@@H:19]2[O:20][C:21](=[O:23])[CH2:22][C@@H:18]2[C@H:17]1/[CH:25]=[CH:26]/[C@@H:27]([OH:34])[CH:28]([CH3:33])[CH2:29][CH2:30][CH2:31][CH3:32])(=[O:14])[C:8]1[CH:9]=[CH:10][CH:11]=[CH:12][CH:13]=1, predict the reactants needed to synthesize it. The reactants are: [BH4-].[Na+].[Cl-].[Ce+3].[Cl-].[Cl-].[C:7]([O:15][C@@H:16]1[CH2:24][C@@H:19]2[O:20][C:21](=[O:23])[CH2:22][C@@H:18]2[C@H:17]1/[CH:25]=[CH:26]/[C:27](=[O:34])[CH:28]([CH3:33])[CH2:29][CH2:30][CH2:31][CH3:32])(=[O:14])[C:8]1[CH:13]=[CH:12][CH:11]=[CH:10][CH:9]=1.[Cl-].[NH4+]. (2) The reactants are: [N:1]([CH:4]1[C:9]2=[C:10]3[C:19](=[C:20]([O:22][CH3:23])[CH:21]=[C:8]2[O:7][C:6]([CH3:31])([CH3:30])[CH:5]1[OH:32])[C:18](=[O:24])[C:17]1[CH:16]=[C:15]2[CH:25]=[CH:26][CH:27]=[CH:28][C:14]2=[CH:13][C:12]=1[N:11]3[CH3:29])=[N+]=[N-]. Given the product [NH2:1][CH:4]1[C:9]2=[C:10]3[C:19](=[C:20]([O:22][CH3:23])[CH:21]=[C:8]2[O:7][C:6]([CH3:30])([CH3:31])[CH:5]1[OH:32])[C:18](=[O:24])[C:17]1[CH:16]=[C:15]2[CH:25]=[CH:26][CH:27]=[CH:28][C:14]2=[CH:13][C:12]=1[N:11]3[CH3:29], predict the reactants needed to synthesize it. (3) Given the product [Br:1][C:2]1[CH:3]=[CH:4][C:5]2[C:6]3[CH2:14][N:13]([C:15]([O:17][C:18]([CH3:21])([CH3:20])[CH3:19])=[O:16])[CH2:12][CH2:11][C:7]=3[N:8]([C:27]([O:26][C:23]([CH3:25])([CH3:24])[CH3:22])=[O:28])[C:9]=2[CH:10]=1, predict the reactants needed to synthesize it. The reactants are: [Br:1][C:2]1[CH:3]=[CH:4][C:5]2[C:6]3[CH2:14][N:13]([C:15]([O:17][C:18]([CH3:21])([CH3:20])[CH3:19])=[O:16])[CH2:12][CH2:11][C:7]=3[NH:8][C:9]=2[CH:10]=1.[CH3:22][C:23]([O:26][C:27](O[C:27]([O:26][C:23]([CH3:25])([CH3:24])[CH3:22])=[O:28])=[O:28])([CH3:25])[CH3:24].C(N(CC)CC)C. (4) Given the product [CH3:17][C:4]1[CH:3]=[C:2]([CH3:1])[N:7]=[C:6]([N:8]2[C@@H:15]3[C@@H:10]([CH2:11][CH2:12][NH:13][CH2:14]3)[CH2:9]2)[CH:5]=1, predict the reactants needed to synthesize it. The reactants are: [CH3:1][C:2]1[N:7]=[C:6]([N:8]2[C@@H:15]3[C@@H:10]([CH2:11][CH2:12][NH:13][CH2:14]3)[CH2:9]2)[CH:5]=[CH:4][CH:3]=1.Cl[C:17]1C=CC=C(C)N=1. (5) Given the product [F:12][C:9]1[CH:8]=[C:7]2[C:6](=[CH:11][CH:10]=1)[O:5][CH2:4][CH2:3][CH2:2][NH:1][CH2:27][C:26]1=[C:20]3[N:19]=[C:18]([CH:23]=[CH:22][N:21]3[N:24]=[CH:25]1)[N:14]1[C@@H:13]2[CH2:17][CH2:16][CH2:15]1, predict the reactants needed to synthesize it. The reactants are: [NH2:1][CH2:2][CH2:3][CH2:4][O:5][C:6]1[CH:11]=[CH:10][C:9]([F:12])=[CH:8][C:7]=1[C@H:13]1[CH2:17][CH2:16][CH2:15][N:14]1[C:18]1[CH:23]=[CH:22][N:21]2[N:24]=[CH:25][C:26]([CH2:27]O)=[C:20]2[N:19]=1.C1C=CC(P(C2C=CC=CC=2)C2C=CC=CC=2)=CC=1.ClC(Cl)(Cl)Cl. (6) The reactants are: [CH2:1]([O:8][C:9]([N:11]1[CH2:16][CH2:15][CH:14]([OH:17])[CH2:13][CH:12]1[C:18]1[CH:23]=[CH:22][CH:21]=[CH:20][C:19]=1[CH3:24])=[O:10])[C:2]1[CH:7]=[CH:6][CH:5]=[CH:4][CH:3]=1.[C:25](N1C=CN=C1)([N:27]1[CH:31]=[CH:30]N=C1)=[O:26].C(CN)[OH:38]. Given the product [CH2:1]([O:8][C:9]([N:11]1[CH2:16][CH2:15][CH:14]([O:17][C:25]([NH:27][CH2:31][CH2:30][OH:38])=[O:26])[CH2:13][CH:12]1[C:18]1[CH:23]=[CH:22][CH:21]=[CH:20][C:19]=1[CH3:24])=[O:10])[C:2]1[CH:3]=[CH:4][CH:5]=[CH:6][CH:7]=1, predict the reactants needed to synthesize it. (7) Given the product [NH2:12][NH:13][C:8](=[O:10])[CH2:7][CH:2]1[CH2:3][CH2:4][CH2:5][CH2:6][NH:1]1, predict the reactants needed to synthesize it. The reactants are: [NH:1]1[CH2:6][CH2:5][CH2:4][CH2:3][CH:2]1[CH2:7][C:8]([O:10]C)=O.[NH2:12][NH2:13]. (8) Given the product [Cl:1][C:2]1[CH:3]=[C:4]([CH:20]=[CH:21][CH:22]=1)[CH2:5][NH:6][C:7]([C:8]1[CH:13]=[CH:12][C:11]2[C:10]([CH:9]=1)=[N:16][N:31]([CH2:30][CH:29]([C:24]1[CH:25]=[CH:26][CH:27]=[CH:28][N:23]=1)[CH2:32][CH:33]1[CH2:34][CH2:35][O:36][CH2:37][CH2:38]1)[CH:14]=2)=[O:19], predict the reactants needed to synthesize it. The reactants are: [Cl:1][C:2]1[CH:3]=[C:4]([CH:20]=[CH:21][CH:22]=1)[CH2:5][NH:6][C:7](=[O:19])[C:8]1[CH:13]=[CH:12][C:11]([CH:14]=O)=[C:10]([N+:16]([O-])=O)[CH:9]=1.[N:23]1[CH:28]=[CH:27][CH:26]=[CH:25][C:24]=1[CH:29]([CH2:32][CH:33]1[CH2:38][CH2:37][O:36][CH2:35][CH2:34]1)[CH2:30][NH2:31].N1C2C(=CC=CC=2)C=N1.